From a dataset of Retrosynthesis with 50K atom-mapped reactions and 10 reaction types from USPTO. Predict the reactants needed to synthesize the given product. (1) Given the product CNCc1cc(S(=O)(=O)c2ccc(Cl)nc2)n(-c2ccccc2F)n1, predict the reactants needed to synthesize it. The reactants are: CN(Cc1cc(S(=O)(=O)c2ccc(Cl)nc2)n(-c2ccccc2F)n1)C(=O)OC(C)(C)C. (2) Given the product O=c1c(-c2ccc(O)c(F)c2)cncn1Cc1ccc(Cl)cc1, predict the reactants needed to synthesize it. The reactants are: O=c1c(-c2ccc(OCc3ccccc3)c(F)c2)cncn1Cc1ccc(Cl)cc1. (3) Given the product CS(=O)(=O)OCCN1CCCc2cc(C#N)ccc21, predict the reactants needed to synthesize it. The reactants are: CS(=O)(=O)Cl.N#Cc1ccc2c(c1)CCCN2CCO. (4) Given the product CCc1cc(CNC(=O)c2cc(-c3ccc(Cl)cc3)c(OCC(F)(F)F)cn2)on1, predict the reactants needed to synthesize it. The reactants are: CCc1cc(CN)on1.O=C(O)c1cc(-c2ccc(Cl)cc2)c(OCC(F)(F)F)cn1.